This data is from Full USPTO retrosynthesis dataset with 1.9M reactions from patents (1976-2016). The task is: Predict the reactants needed to synthesize the given product. (1) The reactants are: [C:1]([O:5][C:6]([NH:8][C@H:9]1[CH2:14][O:13][C@H:12]([CH2:15][C:16](O)=[O:17])[CH2:11][CH2:10]1)=[O:7])([CH3:4])([CH3:3])[CH3:2].CO. Given the product [C:1]([O:5][C:6](=[O:7])[NH:8][C@@H:9]1[CH2:10][CH2:11][C@@H:12]([CH2:15][CH2:16][OH:17])[O:13][CH2:14]1)([CH3:4])([CH3:2])[CH3:3], predict the reactants needed to synthesize it. (2) Given the product [CH2:1]([N:3]([CH2:26][C:25]1[CH:28]=[CH:29][CH:30]=[C:23]([CH2:21][CH3:22])[CH:24]=1)[C@H:4]1[CH2:8][CH2:7][N:6]([C:9]2[C:14]([C:15]([O:17][CH:18]([CH3:19])[CH3:20])=[O:16])=[CH:13][CH:12]=[CH:11][N:10]=2)[CH2:5]1)[CH3:2], predict the reactants needed to synthesize it. The reactants are: [CH2:1]([NH:3][C@H:4]1[CH2:8][CH2:7][N:6]([C:9]2[C:14]([C:15]([O:17][CH:18]([CH3:20])[CH3:19])=[O:16])=[CH:13][CH:12]=[CH:11][N:10]=2)[CH2:5]1)[CH3:2].[CH2:21]([C:23]1[CH:24]=[C:25]([CH:28]=[CH:29][CH:30]=1)[CH:26]=O)[CH3:22].[BH-](OC(C)=O)(OC(C)=O)OC(C)=O.[Na+].O. (3) Given the product [ClH:33].[CH2:1]([O:8][C:9]1[CH:18]=[C:17]2[C:12]([CH:13]=[CH:14][CH:15]=[C:16]2[N:19]2[CH2:24][CH2:23][NH:22][CH2:21][C:20]2=[O:32])=[CH:11][CH:10]=1)[C:2]1[CH:3]=[CH:4][CH:5]=[CH:6][CH:7]=1, predict the reactants needed to synthesize it. The reactants are: [CH2:1]([O:8][C:9]1[CH:18]=[C:17]2[C:12]([CH:13]=[CH:14][CH:15]=[C:16]2[N:19]2[CH2:24][CH2:23][N:22](C(OC(C)(C)C)=O)[CH2:21][C:20]2=[O:32])=[CH:11][CH:10]=1)[C:2]1[CH:7]=[CH:6][CH:5]=[CH:4][CH:3]=1.[ClH:33]. (4) Given the product [CH3:58][O:57][C:55](=[O:56])[NH:3][CH:4]1[C:22](=[O:23])[N:21]2[CH:17]([CH2:18][CH:19]([O:24][C:25]3[C:34]4[C:29](=[CH:30][CH:31]=[CH:32][CH:33]=4)[CH:28]=[CH:27][N:26]=3)[CH2:20]2)[C:16](=[O:35])[NH:15][C:14]2([C:36]([NH:38][S:39]([CH:42]3[CH2:43][CH2:44]3)(=[O:40])=[O:41])=[O:37])[CH:12]([CH2:13]2)[CH:11]=[CH:10][CH2:9][CH2:8][CH2:7][CH2:6][CH2:5]1, predict the reactants needed to synthesize it. The reactants are: Cl.Cl.[NH2:3][CH:4]1[C:22](=[O:23])[N:21]2[CH:17]([CH2:18][CH:19]([O:24][C:25]3[C:34]4[C:29](=[CH:30][CH:31]=[CH:32][CH:33]=4)[CH:28]=[CH:27][N:26]=3)[CH2:20]2)[C:16](=[O:35])[NH:15][C:14]2([C:36]([NH:38][S:39]([CH:42]3[CH2:44][CH2:43]3)(=[O:41])=[O:40])=[O:37])[CH:12]([CH2:13]2)[CH:11]=[CH:10][CH2:9][CH2:8][CH2:7][CH2:6][CH2:5]1.CCN(C(C)C)C(C)C.Cl[C:55]([O:57][CH3:58])=[O:56].CO.C(Cl)Cl. (5) Given the product [C:42]([NH:1][CH2:2][CH2:3][CH2:4][C:5]([C@@H:22]1[CH2:27][CH2:26][CH2:25][N:24]([C:28]([O:30][C:31]([CH3:33])([CH3:32])[CH3:34])=[O:29])[CH2:23]1)([C:7]1[CH:12]=[CH:11][CH:10]=[C:9]([Cl:13])[C:8]=1[C:14]1[CH:19]=[CH:18][CH:17]=[C:16]([CH2:20][CH3:21])[CH:15]=1)[OH:6])(=[O:44])[CH3:43], predict the reactants needed to synthesize it. The reactants are: [NH2:1][CH2:2][CH2:3][CH2:4][C:5]([C@@H:22]1[CH2:27][CH2:26][CH2:25][N:24]([C:28]([O:30][C:31]([CH3:34])([CH3:33])[CH3:32])=[O:29])[CH2:23]1)([C:7]1[CH:12]=[CH:11][CH:10]=[C:9]([Cl:13])[C:8]=1[C:14]1[CH:19]=[CH:18][CH:17]=[C:16]([CH2:20][CH3:21])[CH:15]=1)[OH:6].CCN(CC)CC.[C:42](OC(=O)C)(=[O:44])[CH3:43]. (6) Given the product [CH3:1][S:2]([O:18][CH:15]([CH2:16][CH3:17])[CH2:14][CH2:13][CH:12]([O:19][S:2]([CH3:1])(=[O:4])=[O:3])[C:6]1[CH:11]=[CH:10][CH:9]=[CH:8][CH:7]=1)(=[O:4])=[O:3], predict the reactants needed to synthesize it. The reactants are: [CH3:1][S:2](Cl)(=[O:4])=[O:3].[C:6]1([CH:12]([OH:19])[CH2:13][CH2:14][CH:15]([OH:18])[CH2:16][CH3:17])[CH:11]=[CH:10][CH:9]=[CH:8][CH:7]=1.C(N(CC)CC)C.